From a dataset of Forward reaction prediction with 1.9M reactions from USPTO patents (1976-2016). Predict the product of the given reaction. (1) Given the reactants [CH:1]1[N:5]([CH2:6][O:7]CCO)[C:4]2N=C(N)N=C(O)[C:3]=2[N:2]=1, predict the reaction product. The product is: [C:6]([N:5]1[CH:4]=[CH:3][N:2]=[CH:1]1)([N:2]1[CH:3]=[CH:4][N:5]=[CH:1]1)=[O:7]. (2) Given the reactants [F:1][C:2]([F:24])([F:23])[S:3]([NH:6][CH2:7][CH2:8][CH2:9][CH2:10][N:11]1[CH2:21][C:20]2[N:22]3[C:13](=[CH:14][N:15]=[C:16]3[CH:17]=[CH:18][CH:19]=2)[CH2:12]1)(=[O:5])=[O:4].[ClH:25], predict the reaction product. The product is: [ClH:25].[ClH:25].[F:23][C:2]([F:1])([F:24])[S:3]([NH:6][CH2:7][CH2:8][CH2:9][CH2:10][N:11]1[CH2:21][C:20]2[N:22]3[C:13](=[CH:14][N:15]=[C:16]3[CH:17]=[CH:18][CH:19]=2)[CH2:12]1)(=[O:4])=[O:5].